Dataset: Full USPTO retrosynthesis dataset with 1.9M reactions from patents (1976-2016). Task: Predict the reactants needed to synthesize the given product. (1) Given the product [Cl:16][C:12]1[CH:13]=[C:14]([CH3:15])[C:8]2[C:9]([CH:11]=1)=[N:10][N:6]([CH2:5][C:2]([NH:1][C:24](=[S:25])[C:23]1[CH:22]=[CH:21][C:20]([C:19]([F:18])([F:29])[F:30])=[CH:28][CH:27]=1)([C:3]#[N:4])[CH3:17])[N:7]=2, predict the reactants needed to synthesize it. The reactants are: [NH2:1][C:2]([CH3:17])([CH2:5][N:6]1[N:10]=[C:9]2[CH:11]=[C:12]([Cl:16])[CH:13]=[C:14]([CH3:15])[C:8]2=[N:7]1)[C:3]#[N:4].[F:18][C:19]([F:30])([F:29])[C:20]1[CH:28]=[CH:27][C:23]([C:24](Cl)=[S:25])=[CH:22][CH:21]=1. (2) Given the product [Cl:17][C:16]1[C:7]([N+:6]([O-:27])=[O:20])=[C:8]([CH:13]=[CH:14][CH:15]=1)[C:9]([O:11][CH3:12])=[O:10], predict the reactants needed to synthesize it. The reactants are: S(=O)(=O)(O)O.[NH2:6][C:7]1[C:16]([Cl:17])=[CH:15][CH:14]=[CH:13][C:8]=1[C:9]([O:11][CH3:12])=[O:10].OO.[OH-:20].[Na+].C(=O)([O-])O.[Na+].[OH2:27]. (3) The reactants are: [CH3:1][O:2][C:3]1[CH:4]=[CH:5][C:6]2[NH:12][C:11](=[O:13])[N:10]([CH:14]3[CH2:19][CH2:18][NH:17][CH2:16][CH2:15]3)[CH2:9][CH2:8][C:7]=2[CH:20]=1.CCN(C(C)C)C(C)C.[Cl:30][C:31]1[C:36]([C:37]#[N:38])=[CH:35][N:34]=[C:33](Cl)[CH:32]=1. Given the product [Cl:30][C:31]1[C:36]([C:37]#[N:38])=[CH:35][N:34]=[C:33]([N:17]2[CH2:18][CH2:19][CH:14]([N:10]3[CH2:9][CH2:8][C:7]4[CH:20]=[C:3]([O:2][CH3:1])[CH:4]=[CH:5][C:6]=4[NH:12][C:11]3=[O:13])[CH2:15][CH2:16]2)[CH:32]=1, predict the reactants needed to synthesize it. (4) The reactants are: [C:1]([C:3]1[CH:8]=[CH:7][C:6]([NH:9][C:10](=[O:14])[C:11]([CH3:13])=[CH2:12])=[CH:5][C:4]=1[C:15]([F:18])([F:17])[F:16])#[N:2].[Si]([CH:23]=[N+:24]=[N-:25])(C)(C)C. Given the product [C:1]([C:3]1[CH:8]=[CH:7][C:6]([NH:9][C:10]([C:11]2([CH3:13])[CH2:12][CH:23]=[N:24][NH:25]2)=[O:14])=[CH:5][C:4]=1[C:15]([F:17])([F:16])[F:18])#[N:2], predict the reactants needed to synthesize it. (5) Given the product [NH:55]1[C:58]2[C:42](=[CH:41][CH:40]=[C:39]3[CH:17]=[CH:18][CH:13]=[CH:14][C:15]3=2)[CH2:43][N:44]1[C:10]1[C:18]2[C:13](=[CH:14][C:15]([C:19]([NH:22][C:23]3[CH:28]=[CH:27][C:26]([OH:29])=[CH:25][CH:24]=3)=[O:21])=[CH:16][CH:17]=2)[NH:12][N:11]=1, predict the reactants needed to synthesize it. The reactants are: N1C2C=CC=CC=2N=C1[C:10]1[C:18]2[C:13](=[CH:14][C:15]([C:19]([OH:21])=O)=[CH:16][CH:17]=2)[NH:12][N:11]=1.[NH2:22][C:23]1[CH:28]=[CH:27][C:26]([OH:29])=[CH:25][CH:24]=1.CN(C(ON1N=N[C:40]2[CH:41]=[CH:42][CH:43]=[N:44][C:39]1=2)=[N+](C)C)C.F[P-](F)(F)(F)(F)F.C[N:55]([CH3:58])C=O.